This data is from Catalyst prediction with 721,799 reactions and 888 catalyst types from USPTO. The task is: Predict which catalyst facilitates the given reaction. (1) Reactant: N1C=CC=CC=1.[C:7]12([C:17](Cl)=[O:18])[CH2:16][CH:11]3[CH2:12][CH:13]([CH2:15][CH:9]([CH2:10]3)[CH2:8]1)[CH2:14]2.[C:20]1([NH:26][C:27](=[S:30])[NH:28][NH2:29])[CH:25]=[CH:24][CH:23]=[CH:22][CH:21]=1. Product: [C:7]12([C:17]([NH:29][NH:28][C:27]([NH:26][C:20]3[CH:21]=[CH:22][CH:23]=[CH:24][CH:25]=3)=[S:30])=[O:18])[CH2:16][CH:11]3[CH2:12][CH:13]([CH2:15][CH:9]([CH2:10]3)[CH2:8]1)[CH2:14]2. The catalyst class is: 2. (2) Reactant: Br[C:2]1[CH:7]=[CH:6][C:5]([S:8]([NH:11][C:12]2[CH:17]=[CH:16][C:15]([Cl:18])=[CH:14][C:13]=2[C:19]([C:21]2[CH:26]=[CH:25][N:24]=[CH:23][CH:22]=2)=[O:20])(=[O:10])=[O:9])=[CH:4][CH:3]=1.O.[O-]P([O-])([O-])=O.[K+].[K+].[K+].C1(P(C2C=CC=CC=2)C2C=CC3C(=CC=CC=3)C=2C2C3C(=CC=CC=3)C=CC=2P(C2C=CC=CC=2)C2C=CC=CC=2)C=CC=CC=1.[NH:82]1[CH2:87][CH2:86][S:85](=[O:89])(=[O:88])[CH2:84][CH2:83]1. Product: [Cl:18][C:15]1[CH:16]=[CH:17][C:12]([NH:11][S:8]([C:5]2[CH:6]=[CH:7][C:2]([N:82]3[CH2:87][CH2:86][S:85](=[O:89])(=[O:88])[CH2:84][CH2:83]3)=[CH:3][CH:4]=2)(=[O:10])=[O:9])=[C:13]([C:19]([C:21]2[CH:26]=[CH:25][N:24]=[CH:23][CH:22]=2)=[O:20])[CH:14]=1. The catalyst class is: 505. (3) Reactant: Br[C:2]1[CH:3]=[CH:4][C:5](=[O:24])[N:6]([CH2:8][CH:9]([O:11][C:12]2[C:21]3[C:16](=[CH:17][C:18]([O:22][CH3:23])=[CH:19][CH:20]=3)[N:15]=[CH:14][CH:13]=2)[CH3:10])[CH:7]=1.[S:25]1[CH:29]=[CH:28][CH:27]=[C:26]1B(O)O.C([O-])([O-])=O.[Na+].[Na+]. Product: [CH3:23][O:22][C:18]1[CH:17]=[C:16]2[C:21]([C:12]([O:11][CH:9]([CH3:10])[CH2:8][N:6]3[CH:7]=[C:2]([C:26]4[S:25][CH:29]=[CH:28][CH:27]=4)[CH:3]=[CH:4][C:5]3=[O:24])=[CH:13][CH:14]=[N:15]2)=[CH:20][CH:19]=1. The catalyst class is: 438. (4) Reactant: CCN(C(C)C)C(C)C.[F:10][C:11]1[CH:16]=[CH:15][C:14]([C:17]2[O:18][C:19]3[CH:29]=[CH:28][C:27]([C:30]4[CH:31]=[C:32]([CH:42]=[CH:43][CH:44]=4)[C:33]([NH:35][C:36]([CH3:41])([CH3:40])[C:37]([OH:39])=O)=[O:34])=[CH:26][C:20]=3[C:21]=2[C:22](=[O:25])[NH:23][CH3:24])=[CH:13][CH:12]=1.[CH3:45][C:46]1[NH:50][N:49]=[C:48]([NH2:51])[CH:47]=1.[H-].[Na+]. Product: [F:10][C:11]1[CH:12]=[CH:13][C:14]([C:17]2[O:18][C:19]3[CH:29]=[CH:28][C:27]([C:30]4[CH:44]=[CH:43][CH:42]=[C:32]([C:33](=[O:34])[NH:35][C:36]([CH3:40])([CH3:41])[C:37]([NH:51][C:48]5[CH:47]=[C:46]([CH3:45])[NH:50][N:49]=5)=[O:39])[CH:31]=4)=[CH:26][C:20]=3[C:21]=2[C:22]([NH:23][CH3:24])=[O:25])=[CH:15][CH:16]=1. The catalyst class is: 121. (5) Reactant: [CH:1]([N:14]1[CH2:17][C:16](=[N:18][CH2:19][C@H:20]([OH:37])[CH2:21][O:22][C:23]2[CH:28]=[CH:27][C:26]([O:29][CH2:30][C:31]3[CH:36]=[CH:35][CH:34]=[CH:33][CH:32]=3)=[CH:25][CH:24]=2)[CH2:15]1)([C:8]1[CH:13]=[CH:12][CH:11]=[CH:10][CH:9]=1)[C:2]1[CH:7]=[CH:6][CH:5]=[CH:4][CH:3]=1.B.O1CCCC1. Product: [CH:1]([N:14]1[CH2:15][CH:16]([NH:18][CH2:19][C@H:20]([OH:37])[CH2:21][O:22][C:23]2[CH:24]=[CH:25][C:26]([O:29][CH2:30][C:31]3[CH:32]=[CH:33][CH:34]=[CH:35][CH:36]=3)=[CH:27][CH:28]=2)[CH2:17]1)([C:2]1[CH:3]=[CH:4][CH:5]=[CH:6][CH:7]=1)[C:8]1[CH:13]=[CH:12][CH:11]=[CH:10][CH:9]=1. The catalyst class is: 7. (6) Reactant: [CH2:1]([C:3]1[CH:4]=[C:5]([O:25]C(=O)C2C=CC=CC=2)[CH:6]=[C:7]([CH2:23][CH3:24])[C:8]=1[O:9][CH2:10][CH2:11][CH2:12][CH2:13][O:14][CH2:15][CH:16]([O:20][CH2:21][CH3:22])[O:17][CH2:18][CH3:19])[CH3:2].[OH-].[K+].Cl. Product: [CH2:23]([C:7]1[CH:6]=[C:5]([OH:25])[CH:4]=[C:3]([CH2:1][CH3:2])[C:8]=1[O:9][CH2:10][CH2:11][CH2:12][CH2:13][O:14][CH2:15][CH:16]([O:20][CH2:21][CH3:22])[O:17][CH2:18][CH3:19])[CH3:24]. The catalyst class is: 24.